This data is from Catalyst prediction with 721,799 reactions and 888 catalyst types from USPTO. The task is: Predict which catalyst facilitates the given reaction. (1) Reactant: [CH2:1]([CH:8]([N:16]1[C:38](=[O:39])[C:35]2[C:36]3[C:37]4[C:32](=[CH:33][CH:34]=2)[C:31]2[C:40]5[C:27]([C:28](Br)=[CH:29][CH:30]=2)=[CH:26][CH:25]=[CH:24][C:23]=5[C:22]=4[CH:21]=[CH:20][C:19]=3[C:17]1=[O:18])[CH2:9][CH2:10][CH2:11][CH2:12][CH2:13][CH2:14][CH3:15])[CH2:2][CH2:3][CH2:4][CH2:5][CH2:6][CH3:7].[B:42]1([B:42]2[O:46][C:45]([CH3:48])([CH3:47])[C:44]([CH3:50])([CH3:49])[O:43]2)[O:46][C:45]([CH3:48])([CH3:47])[C:44]([CH3:50])([CH3:49])[O:43]1.C([O-])(=O)C.[K+]. Product: [CH2:1]([CH:8]([N:16]1[C:38](=[O:39])[C:35]2[C:36]3[C:37]4[C:32](=[CH:33][CH:34]=2)[C:31]2[C:40]5[C:27]([C:28]([B:42]6[O:46][C:45]([CH3:48])([CH3:47])[C:44]([CH3:50])([CH3:49])[O:43]6)=[CH:29][CH:30]=2)=[CH:26][CH:25]=[CH:24][C:23]=5[C:22]=4[CH:21]=[CH:20][C:19]=3[C:17]1=[O:18])[CH2:9][CH2:10][CH2:11][CH2:12][CH2:13][CH2:14][CH3:15])[CH2:2][CH2:3][CH2:4][CH2:5][CH2:6][CH3:7]. The catalyst class is: 75. (2) Reactant: [Cl:1][C:2]1[CH:7]=[CH:6][C:5]([Cl:8])=[CH:4][C:3]=1[SH:9].[CH2:10](Cl)[C:11]#[CH:12].C(=O)([O-])[O-].[K+].[K+]. Product: [Cl:1][C:2]1[CH:7]=[CH:6][C:5]([Cl:8])=[CH:4][C:3]=1[S:9][CH2:12][C:11]#[CH:10]. The catalyst class is: 21. (3) Reactant: [NH2:1][C@H:2]([CH2:4][OH:5])[CH3:3].C(=O)(O)[O-].[Na+].Cl[C:12]([O:14][CH3:15])=[O:13]. Product: [OH:5][CH2:4][C@@H:2]([NH:1][C:12](=[O:13])[O:14][CH3:15])[CH3:3]. The catalyst class is: 20. (4) Reactant: [NH2:1][C:2]1[CH:3]=[C:4]2[C:9](=[CH:10][C:11]=1[N+:12]([O-:14])=[O:13])[NH:8][C:7](=[O:15])[N:6]([NH:16][S:17]([CH3:20])(=[O:19])=[O:18])[C:5]2=[O:21].C[O:23][CH:24]1[CH:28]([CH:29]=O)[CH2:27][CH:26](OC)O1. Product: [CH:24]([C:28]1[CH:27]=[CH:26][N:1]([C:2]2[CH:3]=[C:4]3[C:9](=[CH:10][C:11]=2[N+:12]([O-:14])=[O:13])[NH:8][C:7](=[O:15])[N:6]([NH:16][S:17]([CH3:20])(=[O:18])=[O:19])[C:5]3=[O:21])[CH:29]=1)=[O:23]. The catalyst class is: 342. (5) Reactant: [NH2:1][C:2]1[CH:9]=[CH:8][C:7]([Br:10])=[CH:6][C:3]=1[C:4]#[N:5].CCN(C(C)C)C(C)C.[S:20]1[CH:24]=[CH:23][CH:22]=[C:21]1[C:25](Cl)=[O:26]. Product: [Br:10][C:7]1[CH:8]=[CH:9][C:2]([NH:1][C:25]([C:21]2[S:20][CH:24]=[CH:23][CH:22]=2)=[O:26])=[C:3]([C:4]#[N:5])[CH:6]=1. The catalyst class is: 2. (6) Reactant: Cl[CH2:2][C:3]1[CH:7]=[CH:6][N:5]([C:8]2[N:18]=[CH:17][CH:16]=[CH:15][C:9]=2[C:10]([O:12][CH2:13][CH3:14])=[O:11])[N:4]=1.[F:19][C:20]1([F:26])[CH2:25][CH2:24][NH:23][CH2:22][CH2:21]1.C([O-])([O-])=O.[K+].[K+]. Product: [F:19][C:20]1([F:26])[CH2:25][CH2:24][N:23]([CH2:2][C:3]2[CH:7]=[CH:6][N:5]([C:8]3[N:18]=[CH:17][CH:16]=[CH:15][C:9]=3[C:10]([O:12][CH2:13][CH3:14])=[O:11])[N:4]=2)[CH2:22][CH2:21]1. The catalyst class is: 10. (7) Reactant: [F:1][C:2]1[CH:3]=[CH:4][C:5]([N+:9]([O-:11])=[O:10])=[C:6]([OH:8])[CH:7]=1.CI.[C:14](=O)([O-])[O-].[K+].[K+]. Product: [F:1][C:2]1[CH:3]=[CH:4][C:5]([N+:9]([O-:11])=[O:10])=[C:6]([O:8][CH3:14])[CH:7]=1. The catalyst class is: 9.